This data is from Full USPTO retrosynthesis dataset with 1.9M reactions from patents (1976-2016). The task is: Predict the reactants needed to synthesize the given product. The reactants are: C(OC(=O)[NH:7][CH2:8][CH2:9][NH:10][C:11]1[C:12]2[N:13]([C:21](=[O:24])[NH:22][N:23]=2)[CH:14]=[C:15]([C:17]([CH3:20])([CH3:19])[CH3:18])[N:16]=1)(C)(C)C.C(O)(C(F)(F)F)=O. Given the product [NH2:7][CH2:8][CH2:9][NH:10][C:11]1[C:12]2[N:13]([C:21](=[O:24])[NH:22][N:23]=2)[CH:14]=[C:15]([C:17]([CH3:18])([CH3:19])[CH3:20])[N:16]=1, predict the reactants needed to synthesize it.